Dataset: Full USPTO retrosynthesis dataset with 1.9M reactions from patents (1976-2016). Task: Predict the reactants needed to synthesize the given product. (1) Given the product [C:32]1([CH2:31][O:30][C:27]2[CH:28]=[CH:29][C:24]([C:21]3[CH:20]=[CH:19][C:18]([CH2:17][CH:11]([CH2:12][OH:13])[CH2:10][OH:9])=[CH:23][CH:22]=3)=[CH:25][CH:26]=2)[CH:37]=[CH:36][CH:35]=[CH:34][CH:33]=1, predict the reactants needed to synthesize it. The reactants are: [H-].[Al+3].[Li+].[H-].[H-].[H-].C([O:9][C:10](=O)[CH:11]([CH2:17][C:18]1[CH:23]=[CH:22][C:21]([C:24]2[CH:29]=[CH:28][C:27]([O:30][CH2:31][C:32]3[CH:37]=[CH:36][CH:35]=[CH:34][CH:33]=3)=[CH:26][CH:25]=2)=[CH:20][CH:19]=1)[C:12](OCC)=[O:13])C.O.O1CCCC1.O.O.O.O.O.O.O.O.O.O.C(=O)([O-])[O-].[Na+].[Na+]. (2) Given the product [C:1]([C:3]1[C:4]([N:16]2[CH2:17][CH2:18][CH:19]([C:22](=[O:24])[NH:37][S:34]([CH2:33][C:27]3[CH:28]=[CH:29][C:30]([F:32])=[CH:31][C:26]=3[F:25])(=[O:35])=[O:36])[CH2:20][CH2:21]2)=[N:5][C:6]([O:14][CH3:15])=[C:7]([CH:8]=1)[C:9]([O:11][CH2:12][CH3:13])=[O:10])#[N:2], predict the reactants needed to synthesize it. The reactants are: [C:1]([C:3]1[C:4]([N:16]2[CH2:21][CH2:20][CH:19]([C:22]([OH:24])=O)[CH2:18][CH2:17]2)=[N:5][C:6]([O:14][CH3:15])=[C:7]([C:9]([O:11][CH2:12][CH3:13])=[O:10])[CH:8]=1)#[N:2].[F:25][C:26]1[CH:31]=[C:30]([F:32])[CH:29]=[CH:28][C:27]=1[CH2:33][S:34]([NH2:37])(=[O:36])=[O:35]. (3) Given the product [CH2:1]([N:8]1[CH2:9][CH:20]([N+:17]([O-:19])=[O:18])[C:21]2([CH2:24][O:23][CH2:22]2)[CH2:14]1)[C:2]1[CH:3]=[CH:4][CH:5]=[CH:6][CH:7]=1, predict the reactants needed to synthesize it. The reactants are: [CH2:1]([N:8]([CH2:14]OC)[CH2:9][Si](C)(C)C)[C:2]1[CH:7]=[CH:6][CH:5]=[CH:4][CH:3]=1.[N+:17]([CH:20]=[C:21]1[CH2:24][O:23][CH2:22]1)([O-:19])=[O:18].FC(F)(F)C(O)=O. (4) Given the product [F:48][C:2]([F:1])([F:47])[C:3]1[CH:4]=[C:5]([CH:40]=[C:41]([C:43]([F:44])([F:46])[F:45])[CH:42]=1)[CH2:6][N:7]([CH2:20][C:21]1[CH:35]=[C:34]([C:36]([F:39])([F:38])[F:37])[CH:33]=[CH:32][C:22]=1[O:23][CH2:24][CH2:25][CH2:26][C:27]([OH:29])=[O:28])[C:8]1[N:13]=[CH:12][C:11]([N:14]2[CH2:19][CH2:18][O:17][CH2:16][CH2:15]2)=[CH:10][N:9]=1, predict the reactants needed to synthesize it. The reactants are: [F:1][C:2]([F:48])([F:47])[C:3]1[CH:4]=[C:5]([CH:40]=[C:41]([C:43]([F:46])([F:45])[F:44])[CH:42]=1)[CH2:6][N:7]([CH2:20][C:21]1[CH:35]=[C:34]([C:36]([F:39])([F:38])[F:37])[CH:33]=[CH:32][C:22]=1[O:23][CH2:24][CH2:25][CH2:26][C:27]([O:29]CC)=[O:28])[C:8]1[N:13]=[CH:12][C:11]([N:14]2[CH2:19][CH2:18][O:17][CH2:16][CH2:15]2)=[CH:10][N:9]=1.[OH-].[Na+].Cl.C(OCC)(=O)C. (5) Given the product [CH3:20][C:21]1[C:25]([C:2]2[C:12]3[O:11][CH2:10][CH2:9][N:8]([C:13]([O:15][C:16]([CH3:19])([CH3:18])[CH3:17])=[O:14])[CH2:7][C:6]=3[CH:5]=[CH:4][CH:3]=2)=[C:24]([CH3:29])[O:23][N:22]=1, predict the reactants needed to synthesize it. The reactants are: Br[C:2]1[C:12]2[O:11][CH2:10][CH2:9][N:8]([C:13]([O:15][C:16]([CH3:19])([CH3:18])[CH3:17])=[O:14])[CH2:7][C:6]=2[CH:5]=[CH:4][CH:3]=1.[CH3:20][C:21]1[C:25](B(O)O)=[C:24]([CH3:29])[O:23][N:22]=1.C(O)C.C(=O)([O-])[O-].[Na+].[Na+]. (6) The reactants are: FC1C=C2C(C(C3C=C(N)C(N)=CC=3)=CN2S(C2C=CC=CC=2)(=O)=[O:12])=CC=1.Br[C:29]1[CH:41]=[CH:40][C:32]2[C:33](=[O:39])[N:34]([CH3:38])[S:35](=[O:37])(=[O:36])[C:31]=2[CH:30]=1.[F:42][C:43]1[CH:51]=[C:50]2[C:46]([C:47](B3OC(C)(C)C(C)(C)O3)=[CH:48][N:49]2[C:52]([O:54][C:55]([CH3:58])([CH3:57])[CH3:56])=[O:53])=[CH:45][CH:44]=1. Given the product [C:55]([O:54][C:52]([N:49]1[C:50]2[C:46](=[CH:45][CH:44]=[C:43]([F:42])[CH:51]=2)[C:47]([C:29]2[CH:41]=[CH:40][C:32]([C:33]([OH:12])=[O:39])=[C:31]([S:35](=[O:37])(=[O:36])[NH:34][CH3:38])[CH:30]=2)=[CH:48]1)=[O:53])([CH3:58])([CH3:56])[CH3:57], predict the reactants needed to synthesize it. (7) Given the product [CH:10]([O:13][C:14]([N:16]1[CH2:17][CH2:18][CH:19]([O:22][C:2]2[C:7]([CH3:8])=[C:6]([Cl:9])[N:5]=[CH:4][N:3]=2)[CH2:20][CH2:21]1)=[O:15])([CH3:12])[CH3:11], predict the reactants needed to synthesize it. The reactants are: Cl[C:2]1[C:7]([CH3:8])=[C:6]([Cl:9])[N:5]=[CH:4][N:3]=1.[CH:10]([O:13][C:14]([N:16]1[CH2:21][CH2:20][CH:19]([OH:22])[CH2:18][CH2:17]1)=[O:15])([CH3:12])[CH3:11].CC(C)([O-])C.[K+].N1C=CC=NC=1.